Dataset: Forward reaction prediction with 1.9M reactions from USPTO patents (1976-2016). Task: Predict the product of the given reaction. (1) Given the reactants [OH:1][CH2:2][CH:3]([NH:14]C(=O)OC(C)(C)C)[C:4]1[CH:9]=[CH:8][CH:7]=[C:6]([C:10]([F:13])([F:12])[F:11])[CH:5]=1.ClS([N:26]=[C:27]=[O:28])(=O)=O.O.C(=O)([O-])O.[Na+], predict the reaction product. The product is: [C:27](=[O:28])([O:1][CH2:2][CH:3]([NH2:14])[C:4]1[CH:9]=[CH:8][CH:7]=[C:6]([C:10]([F:11])([F:12])[F:13])[CH:5]=1)[NH2:26]. (2) Given the reactants [CH2:1]([O:8][C:9]1[CH:14]=[CH:13][C:12]([C:15]2[CH:20]=[CH:19][C:18](/[CH:21]=[CH:22]/[C:23]3[N:24]([CH2:36][CH3:37])[CH:25]=[C:26]([C:28]4[CH:33]=[CH:32][C:31]([Cl:34])=[CH:30][C:29]=4[Cl:35])[N:27]=3)=[CH:17][CH:16]=2)=[CH:11][C:10]=1[F:38])[C:2]1[CH:7]=[CH:6][CH:5]=[CH:4][CH:3]=1.C1(O)C=CC=CC=1.BrCC1C=CC([C:52]([O:54]C)=[O:53])=CC=1, predict the reaction product. The product is: [Cl:35][C:29]1[CH:30]=[C:31]([Cl:34])[CH:32]=[CH:33][C:28]=1[C:26]1[N:27]=[C:23](/[CH:22]=[CH:21]/[C:18]2[CH:17]=[CH:16][C:15]([C:12]3[CH:13]=[CH:14][C:9]([O:8][CH2:1][C:2]4[CH:3]=[CH:4][C:5]([C:52]([OH:54])=[O:53])=[CH:6][CH:7]=4)=[C:10]([F:38])[CH:11]=3)=[CH:20][CH:19]=2)[N:24]([CH2:36][CH3:37])[CH:25]=1. (3) Given the reactants [CH2:1]([OH:23])[C@H:2]1[O:7][C@@H:6]([O:8][C@H:9]2[C@H:14]([OH:15])[C@@H:13]([OH:16])[C@@H:12](O)[O:11][C@@H:10]2[CH2:18][OH:19])[C@H:5]([OH:20])[C@@H:4]([OH:21])[C@H:3]1[OH:22].O.[C:25]([NH:35][NH2:36])(=[O:34])[CH2:26][CH2:27][CH2:28][CH2:29][C:30]([NH:32][NH2:33])=[O:31].C(#N)C, predict the reaction product. The product is: [OH:16][CH:13]1[CH:14]([OH:15])[CH:9]([O:8][CH:6]2[CH:5]([OH:20])[CH:4]([OH:21])[CH:3]([OH:22])[CH:2]([CH2:1][OH:23])[O:7]2)[CH:10]([CH2:18][OH:19])[O:11][CH:12]1[NH:36][NH:35][C:25]([CH2:26][CH2:27][CH2:28][CH2:29][C:30]([NH:32][NH2:33])=[O:31])=[O:34]. (4) The product is: [ClH:18].[CH3:13][C:11]1([CH3:14])[CH2:12][NH:8][CH2:9][C@H:10]1[OH:15]. Given the reactants C([N:8]1[CH2:12][C:11]([CH3:14])([CH3:13])[C@H:10]([OH:15])[CH2:9]1)C1C=CC=CC=1.[H][H].[ClH:18], predict the reaction product. (5) Given the reactants [CH:1]1([NH:4][C:5](=O)[O:6]C2C=CC=CC=2)[CH2:3][CH2:2]1.[OH:14][CH:15]1[CH2:20][CH2:19][N:18]([CH2:21][CH2:22][CH2:23][C:24]([NH:26][C:27]2[CH:32]=[C:31]([O:33][C:34]3[CH:35]=[C:36]4[C:40](=[CH:41][CH:42]=3)[NH:39][CH:38]=[CH:37]4)[CH:30]=[CH:29][N:28]=2)=[O:25])[CH2:17][CH2:16]1.[H-].[Na+].CN(C)C=O, predict the reaction product. The product is: [CH:1]1([NH:4][C:5]([N:39]2[C:40]3[C:36](=[CH:35][C:34]([O:33][C:31]4[CH:30]=[CH:29][N:28]=[C:27]([NH:26][C:24](=[O:25])[CH2:23][CH2:22][CH2:21][N:18]5[CH2:17][CH2:16][CH:15]([OH:14])[CH2:20][CH2:19]5)[CH:32]=4)=[CH:42][CH:41]=3)[CH:37]=[CH:38]2)=[O:6])[CH2:3][CH2:2]1. (6) The product is: [CH:22]([N:1]1[C:9]2[CH:8]=[CH:7][CH:6]=[C:5]3[CH2:10][CH2:11][N:12]([C:14]([O:16][C:17]([CH3:20])([CH3:19])[CH3:18])=[O:15])[CH2:13][C@H:3]([C:4]=23)[CH2:2]1)([CH3:24])[CH3:21]. Given the reactants [NH:1]1[C:9]2[CH:8]=[CH:7][CH:6]=[C:5]3[CH2:10][CH2:11][N:12]([C:14]([O:16][C:17]([CH3:20])([CH3:19])[CH3:18])=[O:15])[CH2:13][C@H:3]([C:4]=23)[CH2:2]1.[CH3:21][C:22]([CH3:24])=O.C(O[BH-](OC(=O)C)OC(=O)C)(=O)C.[Na+].C(=O)(O)[O-].[Na+], predict the reaction product. (7) Given the reactants Cl.Cl.[CH3:3][C@H:4]1[CH2:8][CH2:7][CH2:6][N:5]1[C@H:9]1[CH2:13][CH2:12][NH:11][CH2:10]1.Cl[C:15]1[CH:16]=[CH:17][C:18]([N+:21]([O-:23])=[O:22])=[N:19][CH:20]=1.C(=O)([O-])[O-].[K+].[K+], predict the reaction product. The product is: [CH3:3][C@H:4]1[CH2:8][CH2:7][CH2:6][N:5]1[C@H:9]1[CH2:13][CH2:12][N:11]([C:15]2[CH:20]=[N:19][C:18]([N+:21]([O-:23])=[O:22])=[CH:17][CH:16]=2)[CH2:10]1.